This data is from Full USPTO retrosynthesis dataset with 1.9M reactions from patents (1976-2016). The task is: Predict the reactants needed to synthesize the given product. Given the product [P:1]([OH:3])([OH:11])([O:19][C:20]1[CH:25]=[C:24]([OH:26])[C:23]([C:27]2[N:31]([C:32]3[CH:33]=[C:34]4[C:38](=[CH:39][CH:40]=3)[CH2:37][CH2:36][CH2:35]4)[C:30]([OH:41])=[N:29][N:28]=2)=[CH:22][C:21]=1[CH:42]([CH3:43])[CH3:44])=[O:2], predict the reactants needed to synthesize it. The reactants are: [P:1]([O:19][C:20]1[CH:25]=[C:24]([OH:26])[C:23]([C:27]2[N:31]([C:32]3[CH:33]=[C:34]4[C:38](=[CH:39][CH:40]=3)[CH2:37][CH2:36][CH2:35]4)[C:30]([OH:41])=[N:29][N:28]=2)=[CH:22][C:21]=1[CH:42]([CH3:44])[CH3:43])([O:11]CC1C=CC=CC=1)([O:3]CC1C=CC=CC=1)=[O:2].